This data is from Reaction yield outcomes from USPTO patents with 853,638 reactions. The task is: Predict the reaction yield, written as a fraction of the theoretical maximum amount of product (1.0 means a 100% yield; for example, 0.34 means a 34% yield). (1) The reactants are C1(P(C2CCCCC2)C2C=CC=CC=2C2C(OC)=CC=CC=2OC)CCCCC1.C(=O)([O-])[O-].[K+].[K+].[CH3:36][N:37]([CH2:39][C:40]1[CH:45]=[C:44]([OH:46])[CH:43]=[CH:42][C:41]=1B(O)O)[CH3:38].[F:50][C:51]1[CH:52]=[CH:53][C:54]2[N:55]([CH:57]=[C:58]([C:60]([NH:62][C@H:63]3[CH2:68][CH2:67][C@@H:66]([N:69]4[C:74](=[O:75])[C:73]5[CH:76]=[C:77]([F:80])[CH:78]=[N:79][C:72]=5[N:71]([C:81]5[CH:86]=[CH:85][CH:84]=[C:83](I)[CH:82]=5)[C:70]4=[O:88])[CH2:65][CH2:64]3)=[O:61])[N:59]=2)[CH:56]=1. The catalyst is C(#N)C.O.C([O-])(=O)C.[Pd+2].C([O-])(=O)C. The product is [CH3:36][N:37]([CH2:39][C:40]1[CH:45]=[C:44]([OH:46])[CH:43]=[CH:42][C:41]=1[C:85]1[CH:84]=[CH:83][CH:82]=[C:81]([N:71]2[C:72]3[N:79]=[CH:78][C:77]([F:80])=[CH:76][C:73]=3[C:74](=[O:75])[N:69]([C@@H:66]3[CH2:67][CH2:68][C@H:63]([NH:62][C:60]([C:58]4[N:59]=[C:54]5[CH:53]=[CH:52][C:51]([F:50])=[CH:56][N:55]5[CH:57]=4)=[O:61])[CH2:64][CH2:65]3)[C:70]2=[O:88])[CH:86]=1)[CH3:38]. The yield is 0.100. (2) The reactants are [NH2:1][C:2]1[N:11]=[C:10]([OH:12])[C:9]2[C:4](=[N:5][CH:6]=[C:7]([CH2:13][NH:14][C:15]3[CH:55]=[CH:54][C:18]([C:19]([NH:21][C@H:22]([C:47]([O:49]C(C)(C)C)=[O:48])[CH2:23][CH2:24][C:25](=[O:46])[NH:26][CH2:27][CH2:28][O:29][CH2:30][CH2:31][O:32][CH2:33][CH2:34][O:35][CH2:36][CH2:37][NH:38]C(=O)OC(C)(C)C)=[O:20])=[CH:17][CH:16]=3)[N:8]=2)[N:3]=1. The catalyst is Cl. The product is [NH2:38][CH2:37][CH2:36][O:35][CH2:34][CH2:33][O:32][CH2:31][CH2:30][O:29][CH2:28][CH2:27][NH:26][C:25](=[O:46])[CH2:24][CH2:23][C@H:22]([NH:21][C:19](=[O:20])[C:18]1[CH:54]=[CH:55][C:15]([NH:14][CH2:13][C:7]2[N:8]=[C:9]3[C:4](=[N:5][CH:6]=2)[N:3]=[C:2]([NH2:1])[N:11]=[C:10]3[OH:12])=[CH:16][CH:17]=1)[C:47]([OH:49])=[O:48]. The yield is 0.360. (3) The reactants are Cl[C:2]1[C:7]([C:8]#[N:9])=[CH:6][N:5]=[C:4]2[C:10]3[CH:16]=[C:15]([N+:17]([O-:19])=[O:18])[CH:14]=[CH:13][C:11]=3[S:12][C:3]=12.C(OCCO)C.Cl.N1C=CC=CC=1.[Br:33][C:34]1[CH:35]=[C:36]([CH:38]=[CH:39][CH:40]=1)[NH2:37]. No catalyst specified. The product is [Br:33][C:34]1[CH:35]=[C:36]([CH:38]=[CH:39][CH:40]=1)[NH:37][C:2]1[C:7]([C:8]#[N:9])=[CH:6][N:5]=[C:4]2[C:10]3[CH:16]=[C:15]([N+:17]([O-:19])=[O:18])[CH:14]=[CH:13][C:11]=3[S:12][C:3]=12. The yield is 0.620. (4) The reactants are [CH2:1]([O:8][CH2:9][CH2:10][CH2:11][CH2:12][O:13][C@H:14]1[CH2:19][CH2:18][C@H:17]([CH2:20][NH:21][CH3:22])[CH2:16][CH2:15]1)[C:2]1[CH:7]=[CH:6][CH:5]=[CH:4][CH:3]=1.[C:34]([O:33][C:31](O[C:31]([O:33][C:34]([CH3:37])([CH3:36])[CH3:35])=[O:32])=[O:32])([CH3:37])([CH3:36])[CH3:35].O.C(N(CC)CC)C. The catalyst is CO. The product is [C:34]([O:33][C:31](=[O:32])[N:21]([CH2:20][C@H:17]1[CH2:16][CH2:15][C@H:14]([O:13][CH2:12][CH2:11][CH2:10][CH2:9][O:8][CH2:1][C:2]2[CH:3]=[CH:4][CH:5]=[CH:6][CH:7]=2)[CH2:19][CH2:18]1)[CH3:22])([CH3:35])([CH3:36])[CH3:37]. The yield is 0.790. (5) The reactants are [ClH:1].[NH2:2][C:3]1[N:8]=[CH:7][C:6](/[CH:9]=[CH:10]/[C:11]([OH:13])=O)=[CH:5][C:4]=1[CH2:14][N:15]1[CH2:20][CH2:19][N:18]([CH3:21])[CH2:17][CH2:16]1.Cl.CN1CC2C=C(/C=C/C(O)=O)C=NC=2NC(=O)C1.[CH3:41][NH:42][CH2:43][C:44]1[C:53]2[C:48](=[CH:49][CH:50]=[CH:51][CH:52]=2)[C:47]([CH3:54])=[CH:46][CH:45]=1.CNCC1C=CC2C(=CC=CC=2)C=1CCC. No catalyst specified. The product is [ClH:1].[NH2:2][C:3]1[N:8]=[CH:7][C:6](/[CH:9]=[CH:10]/[C:11]([N:42]([CH3:41])[CH2:43][C:44]2[C:53]3[C:48](=[CH:49][CH:50]=[CH:51][CH:52]=3)[C:47]([CH3:54])=[CH:46][CH:45]=2)=[O:13])=[CH:5][C:4]=1[CH2:14][N:15]1[CH2:20][CH2:19][N:18]([CH3:21])[CH2:17][CH2:16]1. The yield is 0.200. (6) The reactants are [Cl:1][C:2]1[CH:7]=[C:6]([N+:8]([O-])=O)[C:5]([S:11][CH3:12])=[CH:4][C:3]=1[O:13][CH3:14].C(O)(=O)C.C([O-])([O-])=O.[Na+].[Na+]. The catalyst is O.[Fe]. The product is [Cl:1][C:2]1[C:3]([O:13][CH3:14])=[CH:4][C:5]([S:11][CH3:12])=[C:6]([CH:7]=1)[NH2:8]. The yield is 0.710.